This data is from Full USPTO retrosynthesis dataset with 1.9M reactions from patents (1976-2016). The task is: Predict the reactants needed to synthesize the given product. (1) Given the product [N+:18]([C:9]1[CH:10]=[N:11][C:12]2[C:17]([C:8]=1[NH:1][CH2:2][C:3]([CH3:5])([NH2:6])[CH3:4])=[N:16][CH:15]=[CH:14][CH:13]=2)([O-:20])=[O:19], predict the reactants needed to synthesize it. The reactants are: [NH2:1][CH2:2][C:3]([NH2:6])([CH3:5])[CH3:4].Cl[C:8]1[C:17]2[C:12](=[CH:13][CH:14]=[CH:15][N:16]=2)[N:11]=[CH:10][C:9]=1[N+:18]([O-:20])=[O:19].C(N(CC)CC)C. (2) Given the product [CH:23]1([N:22]2[C:21]3[CH:29]=[CH:30][C:31]([C:33]([OH:35])=[O:34])=[CH:32][C:20]=3[N:19]=[C:18]2[C:13]2[CH:12]=[C:11]3[C:10](=[CH:15][CH:14]=2)[N:9]=[C:8]([CH2:17][CH2:16][N:37]2[CH:41]=[CH:40][CH:39]=[N:38]2)[CH:6]=[CH:7]3)[CH2:24][CH2:25][CH2:26][CH2:27][CH2:28]1, predict the reactants needed to synthesize it. The reactants are: BrC1C=CC(O)=[C:6]([C:8]2[CH:17]=[CH:16][C:15]3[C:10](=[CH:11][CH:12]=[C:13]([C:18]4[N:22]([CH:23]5[CH2:28][CH2:27][CH2:26][CH2:25][CH2:24]5)[C:21]5[CH:29]=[CH:30][C:31]([C:33]([OH:35])=[O:34])=[CH:32][C:20]=5[N:19]=4)[CH:14]=3)[N:9]=2)[CH:7]=1.[N:37]1(CCC(=O)C)[CH:41]=[CH:40][CH:39]=[N:38]1.[OH-].[K+]. (3) Given the product [CH3:35][C:36]1[CH:48]=[C:47]([C:22](=[O:24])[CH2:21][C:20]2[S:19][C:18]([C:25]3[CH:30]=[CH:29][C:28]([C:31]([F:34])([F:33])[F:32])=[CH:27][CH:26]=3)=[N:17][C:16]=2[CH3:15])[CH:46]=[CH:45][C:37]=1[O:38][CH2:39][C:40]([O:42][CH2:43][CH3:44])=[O:41], predict the reactants needed to synthesize it. The reactants are: O=P12OP3(OP(OP(O3)(O1)=O)(=O)O2)=O.[CH3:15][C:16]1[N:17]=[C:18]([C:25]2[CH:30]=[CH:29][C:28]([C:31]([F:34])([F:33])[F:32])=[CH:27][CH:26]=2)[S:19][C:20]=1[CH2:21][C:22]([OH:24])=O.[CH3:35][C:36]1[CH:48]=[CH:47][CH:46]=[CH:45][C:37]=1[O:38][CH2:39][C:40]([O:42][CH2:43][CH3:44])=[O:41].C(=O)(O)[O-].[Na+]. (4) Given the product [Br:7][C:6]1[C:2]2[NH:1][C:19]([CH3:20])([CH2:18][C:17]([F:23])([F:22])[F:16])[NH:15][C:13](=[O:14])[C:3]=2[S:4][C:5]=1[C:8]1[CH:9]=[N:10][NH:11][CH:12]=1, predict the reactants needed to synthesize it. The reactants are: [NH2:1][C:2]1[C:6]([Br:7])=[C:5]([C:8]2[CH:9]=[N:10][NH:11][CH:12]=2)[S:4][C:3]=1[C:13]([NH2:15])=[O:14].[F:16][C:17]([F:23])([F:22])[CH2:18][C:19](=O)[CH3:20].CC1(C)C2(CS(O)(=O)=O)C(CC1CC2)=O.[O-]S([O-])(=O)=O.[Mg+2].C([O-])(O)=O.[Na+]. (5) The reactants are: [CH3:1][O:2][C:3]1[CH:8]=[CH:7][CH:6]=[CH:5][C:4]=1[S:9]([NH:12][CH2:13][C:14]1[CH:19]=[CH:18][C:17](B(O)O)=[CH:16][CH:15]=1)(=[O:11])=[O:10].Br[C:24]1[CH:25]=[CH:26][C:27]([O:34][CH3:35])=[C:28]([CH:33]=1)[C:29]([O:31][CH3:32])=[O:30].CCN(CC)CC. Given the product [CH3:35][O:34][C:27]1[CH:26]=[CH:25][C:24]([C:17]2[CH:18]=[CH:19][C:14]([CH2:13][NH:12][S:9]([C:4]3[CH:5]=[CH:6][CH:7]=[CH:8][C:3]=3[O:2][CH3:1])(=[O:11])=[O:10])=[CH:15][CH:16]=2)=[CH:33][C:28]=1[C:29]([O:31][CH3:32])=[O:30], predict the reactants needed to synthesize it. (6) Given the product [C:23]1([CH2:22][N:11]([CH2:10][C:2]2[N:3]([CH2:30][CH2:31][C:32]#[N:33])[C:4]3[CH:9]=[CH:8][CH:7]=[CH:6][C:5]=3[N:1]=2)[CH:12]2[C:21]3[N:20]=[CH:19][CH:18]=[CH:17][C:16]=3[CH2:15][CH2:14][CH2:13]2)[CH:28]=[CH:27][CH:26]=[CH:25][CH:24]=1, predict the reactants needed to synthesize it. The reactants are: [NH:1]1[C:5]2[CH:6]=[CH:7][CH:8]=[CH:9][C:4]=2[N:3]=[C:2]1[CH2:10][N:11]([CH2:22][C:23]1[CH:28]=[CH:27][CH:26]=[CH:25][CH:24]=1)[CH:12]1[C:21]2[N:20]=[CH:19][CH:18]=[CH:17][C:16]=2[CH2:15][CH2:14][CH2:13]1.Br[CH2:30][CH2:31][C:32]#[N:33].CN(CC1N(CC2C=NC=CC=2)C2C=CC=CC=2N=1)C1C2N=CC=CC=2CCC1. (7) Given the product [CH3:1][O:2][C:3]([C@@H:4]1[O:21][C:23](=[O:25])[N:6]([C:7]2[CH:8]=[C:9]3[C:13](=[C:14]([F:16])[CH:15]=2)[N:12]([CH2:17][CH2:18][CH3:19])[C:11](=[O:20])[CH2:10]3)[CH2:5]1)=[O:22], predict the reactants needed to synthesize it. The reactants are: [CH3:1][O:2][C:3](=[O:22])[C@H:4]([OH:21])[CH2:5][NH:6][C:7]1[CH:8]=[C:9]2[C:13](=[C:14]([F:16])[CH:15]=1)[N:12]([CH2:17][CH2:18][CH3:19])[C:11](=[O:20])[CH2:10]2.[C:23](OCC)(=[O:25])C. (8) Given the product [C:1]([S:14]([N:17]([CH2:23][CH:22]=[CH2:21])[CH3:18])(=[O:15])=[O:16])([C:4]([C:7]([C:10]([F:13])([F:11])[F:12])([F:9])[F:8])([F:6])[F:5])([F:3])[F:2], predict the reactants needed to synthesize it. The reactants are: [C:1]([S:14]([NH:17][CH3:18])(=[O:16])=[O:15])([C:4]([C:7]([C:10]([F:13])([F:12])[F:11])([F:9])[F:8])([F:6])[F:5])([F:3])[F:2].[OH-].[K+].[CH2:21](Br)[CH:22]=[CH2:23].